From a dataset of Full USPTO retrosynthesis dataset with 1.9M reactions from patents (1976-2016). Predict the reactants needed to synthesize the given product. (1) Given the product [CH3:41][O:40][C:37]1[CH:36]=[CH:35][C:34]([CH2:33][N:8]([CH2:7][C:6]2[CH:5]=[CH:4][C:3]([O:2][CH3:1])=[CH:43][CH:42]=2)[C:9]2[N:14]=[C:13]([CH3:15])[N:12]=[C:11]([C:16]3[CH:23]=[C:20]([C:21]([N:54]4[CH2:55][CH2:56][N:51]([S:48]([CH3:47])(=[O:50])=[O:49])[CH2:52][CH2:53]4)=[O:22])[CH:19]=[N:18][C:17]=3[NH:24][C:25]3[CH:26]=[N:27][C:28]([O:31][CH3:32])=[CH:29][CH:30]=3)[N:10]=2)=[CH:39][CH:38]=1, predict the reactants needed to synthesize it. The reactants are: [CH3:1][O:2][C:3]1[CH:43]=[CH:42][C:6]([CH2:7][N:8]([CH2:33][C:34]2[CH:39]=[CH:38][C:37]([O:40][CH3:41])=[CH:36][CH:35]=2)[C:9]2[N:14]=[C:13]([CH3:15])[N:12]=[C:11]([C:16]3[C:17]([NH:24][C:25]4[CH:26]=[N:27][C:28]([O:31][CH3:32])=[CH:29][CH:30]=4)=[N:18][CH:19]=[C:20]([CH:23]=3)[CH:21]=[O:22])[N:10]=2)=[CH:5][CH:4]=1.[C-]#N.[Na+].[CH3:47][S:48]([N:51]1[CH2:56][CH2:55][NH:54][CH2:53][CH2:52]1)(=[O:50])=[O:49]. (2) Given the product [I:19][C:3]1[C:4]2[C:9](=[CH:8][CH:7]=[C:6]([C:10]3[S:11][C:12]([S:15][CH3:16])=[N:13][N:14]=3)[CH:5]=2)[NH:1][CH:2]=1, predict the reactants needed to synthesize it. The reactants are: [NH:1]1[C:9]2[C:4](=[CH:5][C:6]([C:10]3[S:11][C:12]([S:15][CH3:16])=[N:13][N:14]=3)=[CH:7][CH:8]=2)[CH:3]=[CH:2]1.[OH-].[K+].[I:19]I. (3) Given the product [Cl:1][C:2]1[CH:31]=[CH:30][C:5]([CH2:6][NH:7][C:8]([C:10]2[C:19](=[O:20])[C:18]3[C:13](=[C:14]([C:36]#[C:35][CH2:34][CH2:33][CH2:32][OH:37])[CH:15]=[C:16]([CH2:21][N:22]4[CH2:27][CH2:26][O:25][CH2:24][CH2:23]4)[CH:17]=3)[N:12]([CH3:29])[CH:11]=2)=[O:9])=[CH:4][CH:3]=1, predict the reactants needed to synthesize it. The reactants are: [Cl:1][C:2]1[CH:31]=[CH:30][C:5]([CH2:6][NH:7][C:8]([C:10]2[C:19](=[O:20])[C:18]3[C:13](=[C:14](I)[CH:15]=[C:16]([CH2:21][N:22]4[CH2:27][CH2:26][O:25][CH2:24][CH2:23]4)[CH:17]=3)[N:12]([CH3:29])[CH:11]=2)=[O:9])=[CH:4][CH:3]=1.[CH2:32]([OH:37])[CH2:33][CH2:34][C:35]#[CH:36].CN(C=O)C. (4) Given the product [Br:13][C:14]1[CH:22]=[CH:21][C:17]([C:18]([N:11]2[CH2:10][CH2:9][NH:8][CH:7]([C:1]3[CH:2]=[CH:3][CH:4]=[CH:5][CH:6]=3)[CH2:12]2)=[O:19])=[CH:16][CH:15]=1, predict the reactants needed to synthesize it. The reactants are: [C:1]1([CH:7]2[CH2:12][NH:11][CH2:10][CH2:9][NH:8]2)[CH:6]=[CH:5][CH:4]=[CH:3][CH:2]=1.[Br:13][C:14]1[CH:22]=[CH:21][C:17]([C:18](Cl)=[O:19])=[CH:16][CH:15]=1. (5) The reactants are: Cl[C:2]1[C:11]2[C:6](=[CH:7][C:8]([O:14][CH3:15])=[C:9]([O:12][CH3:13])[CH:10]=2)[N:5]=[CH:4][CH:3]=1.[CH3:16][C:17]1[CH:18]=[CH:19][CH:20]=[C:21]([OH:28])[C:22]=1[C:23]([O:25][CH2:26][CH3:27])=[O:24]. Given the product [CH3:13][O:12][C:9]1[CH:10]=[C:11]2[C:6](=[CH:7][C:8]=1[O:14][CH3:15])[N:5]=[CH:4][CH:3]=[C:2]2[O:28][C:21]1[CH:20]=[CH:19][CH:18]=[C:17]([CH3:16])[C:22]=1[C:23]([O:25][CH2:26][CH3:27])=[O:24], predict the reactants needed to synthesize it.